Dataset: Catalyst prediction with 721,799 reactions and 888 catalyst types from USPTO. Task: Predict which catalyst facilitates the given reaction. (1) The catalyst class is: 6. Product: [CH3:1][O:2][C:3]1[CH:8]=[CH:7][CH:6]=[CH:5][C:4]=1/[CH:9]=[CH:10]/[CH2:11][Si:25]([CH3:36])([CH3:35])[C:19]1[CH:24]=[CH:23][CH:22]=[CH:21][CH:20]=1. Reactant: [CH3:1][O:2][C:3]1[CH:8]=[CH:7][CH:6]=[CH:5][C:4]=1/[CH:9]=[CH:10]/[CH2:11]OC1C=CC=CC=1.[C:19]1([Si:25]([CH3:36])([CH3:35])[Si:25]([CH3:36])([CH3:35])[C:19]2[CH:24]=[CH:23][CH:22]=[CH:21][CH:20]=2)[CH:24]=[CH:23][CH:22]=[CH:21][CH:20]=1.CCN(CC)CC. (2) Reactant: [Cl:1][C:2]1[CH:3]=[C:4]([NH:8][C:9]2[CH:17]=[C:16]([CH:18]([CH3:20])[CH3:19])[C:12]([C:13]([OH:15])=O)=[CH:11][N:10]=2)[CH:5]=[CH:6][CH:7]=1.C(N1CCOCC1)C.[CH:29]1([NH2:33])[CH2:32][CH2:31][CH2:30]1.O.ON1C2C=CC=CC=2N=N1.Cl.CN(C)CCCN=C=NCC. Product: [Cl:1][C:2]1[CH:3]=[C:4]([NH:8][C:9]2[CH:17]=[C:16]([CH:18]([CH3:20])[CH3:19])[C:12]([C:13]([NH:33][CH:29]3[CH2:32][CH2:31][CH2:30]3)=[O:15])=[CH:11][N:10]=2)[CH:5]=[CH:6][CH:7]=1. The catalyst class is: 9. (3) Reactant: [NH2:1][C:2]1[CH:18]=[CH:17][C:5]([CH2:6][NH:7][C:8](=[O:16])[NH:9][CH2:10][C:11]([O:13]CC)=[O:12])=[CH:4][C:3]=1OC.[Li+].[OH-:22].[CH3:23][OH:24]. Product: [C:5]([O:22][C:23]([NH:1][C:2]1[CH:3]=[CH:4][C:5]([CH2:6][NH:7][C:8](=[O:16])[NH:9][CH2:10][C:11]([OH:13])=[O:12])=[CH:17][CH:18]=1)=[O:24])([CH3:17])([CH3:6])[CH3:4]. The catalyst class is: 6. (4) Reactant: [C:1]([O:5][C:6]([N:8]1[C@@H:12]([C@@H:13]([OH:28])[C@@H:14]([NH:24][C:25](=[O:27])[CH3:26])[CH2:15][C:16]2[CH:21]=[C:20]([F:22])[CH:19]=[C:18]([F:23])[CH:17]=2)[CH2:11][O:10][C:9]1([CH3:30])[CH3:29])=[O:7])([CH3:4])([CH3:3])[CH3:2].[I-].[Na+].[CH2:33](Br)[C:34]1[CH:39]=[CH:38][CH:37]=[CH:36][CH:35]=1. Product: [C:1]([O:5][C:6]([N:8]1[C@@H:12]([C@@H:13]([O:28][CH2:33][C:34]2[CH:39]=[CH:38][CH:37]=[CH:36][CH:35]=2)[C@@H:14]([NH:24][C:25](=[O:27])[CH3:26])[CH2:15][C:16]2[CH:21]=[C:20]([F:22])[CH:19]=[C:18]([F:23])[CH:17]=2)[CH2:11][O:10][C:9]1([CH3:30])[CH3:29])=[O:7])([CH3:4])([CH3:2])[CH3:3]. The catalyst class is: 7. (5) Reactant: C(OC(=O)[NH:10][C@@H:11]([CH2:31][C:32]1[CH:37]=[CH:36][CH:35]=[CH:34][CH:33]=1)[CH2:12][O:13][C:14]1[CH:15]=[N:16][C:17](Cl)=[C:18]([C:20]2[CH:21]=[C:22]3[C:26](=[CH:27][CH:28]=2)[NH:25][N:24]=[C:23]3[CH3:29])[CH:19]=1)C1C=CC=CC=1. Product: [CH2:31]([C@H:11]([NH2:10])[CH2:12][O:13][C:14]1[CH:15]=[N:16][C:17]([CH2:18][C:20]2[CH:21]=[CH:22][CH:26]=[CH:27][CH:28]=2)=[C:18]([C:20]2[CH:21]=[C:22]3[C:26](=[CH:27][CH:28]=2)[NH:25][N:24]=[C:23]3[CH3:29])[CH:19]=1)[C:32]1[CH:37]=[CH:36][CH:35]=[CH:34][CH:33]=1. The catalyst class is: 43. (6) Reactant: [C:1]([O:5][C:6]([N:8]([CH2:21][CH:22]1[CH2:27][CH2:26][N:25]([C:28]2[CH:29]=[C:30]([CH:36]=[CH:37][CH:38]=2)[C:31]([O:33]CC)=[O:32])[CH2:24][CH:23]1[C:39]1[CH:44]=[CH:43][CH:42]=[CH:41][C:40]=1[F:45])[C@@H:9]([C:11]1[C:20]2[C:15](=[CH:16][CH:17]=[CH:18][CH:19]=2)[CH:14]=[CH:13][CH:12]=1)[CH3:10])=[O:7])([CH3:4])([CH3:3])[CH3:2].[OH-].[Na+].Cl. Product: [C:1]([O:5][C:6]([N:8]([CH2:21][CH:22]1[CH2:27][CH2:26][N:25]([C:28]2[CH:29]=[C:30]([CH:36]=[CH:37][CH:38]=2)[C:31]([OH:33])=[O:32])[CH2:24][CH:23]1[C:39]1[CH:44]=[CH:43][CH:42]=[CH:41][C:40]=1[F:45])[C@@H:9]([C:11]1[C:20]2[C:15](=[CH:16][CH:17]=[CH:18][CH:19]=2)[CH:14]=[CH:13][CH:12]=1)[CH3:10])=[O:7])([CH3:2])([CH3:3])[CH3:4]. The catalyst class is: 36. (7) Reactant: [F:1][C:2]1[CH:3]=[CH:4][C:5]([N+:9]([O-:11])=[O:10])=[C:6]([OH:8])[CH:7]=1.C([O-])([O-])=O.[K+].[K+].[CH2:18](I)[CH:19]([CH3:21])[CH3:20]. Product: [F:1][C:2]1[CH:3]=[CH:4][C:5]([N+:9]([O-:11])=[O:10])=[C:6]([O:8][CH2:18][CH:19]([CH3:21])[CH3:20])[CH:7]=1. The catalyst class is: 131. (8) Reactant: [C:1]([O:4][C@@H:5]1[C@@H:13]([C@@:14]2([CH3:37])[CH2:19][CH2:18][C@H:17]([O:20][C:21](=[O:23])[CH3:22])[CH2:16][C@@H:15]2[CH2:24][CH2:25]OS(C2C=CC(C)=CC=2)(=O)=O)[CH2:12][CH2:11][C@@:10]2([CH3:38])[C@H:6]1[CH2:7][CH2:8][C:9]2=[CH2:39])(=O)[CH3:2].[C-:40]#[N:41].[K+].[OH2:43]. Product: [C:1]([O:4][C@@H:5]1[C@@H:13]([C@@:14]2([CH3:37])[CH2:19][CH2:18][C@H:17]([O:20][C:21](=[O:23])[CH3:22])[CH2:16][C@@H:15]2[CH2:24][CH2:25][C:40]#[N:41])[CH2:12][CH2:11][C@@:10]2([CH3:38])[C@H:6]1[CH2:7][CH2:8][C:9]2=[CH2:39])(=[O:43])[CH3:2]. The catalyst class is: 16. (9) Reactant: O1CCCC1.[NH2:6][C:7]1[CH:12]=[CH:11][C:10]([C:13]2[NH:14][C:15](=[O:29])[C:16]3[C:21]([CH:22]4[CH2:27][CH2:26][CH2:25][CH2:24][CH2:23]4)=[N:20][N:19]([CH3:28])[C:17]=3[N:18]=2)=[C:9]([O:30][CH3:31])[CH:8]=1.Cl[CH2:33][CH2:34][N:35]=[C:36]=[O:37]. Product: [CH:22]1([C:21]2[C:16]3[C:15](=[O:29])[NH:14][C:13]([C:10]4[CH:11]=[CH:12][C:7]([N:6]5[CH2:33][CH2:34][NH:35][C:36]5=[O:37])=[CH:8][C:9]=4[O:30][CH3:31])=[N:18][C:17]=3[N:19]([CH3:28])[N:20]=2)[CH2:27][CH2:26][CH2:25][CH2:24][CH2:23]1. The catalyst class is: 6.